Dataset: Forward reaction prediction with 1.9M reactions from USPTO patents (1976-2016). Task: Predict the product of the given reaction. (1) Given the reactants [CH2:1]([C:3]1[CH:7]=[C:6]([C:8]([OH:10])=O)[N:5]([CH3:11])[N:4]=1)[CH3:2].CN(C)C=O.C(Cl)(=O)C(Cl)=O.[NH2:23][C:24]1[CH:25]=[C:26]([CH:44]=[CH:45][C:46]=1[Cl:47])[O:27][C:28]1[CH:29]=[CH:30][C:31]2[N:32]([CH:34]=[C:35]([NH:37][C:38]([CH:40]3[CH2:42][CH:41]3[CH3:43])=[O:39])[N:36]=2)[N:33]=1, predict the reaction product. The product is: [Cl:47][C:46]1[CH:45]=[CH:44][C:26]([O:27][C:28]2[CH:29]=[CH:30][C:31]3[N:32]([CH:34]=[C:35]([NH:37][C:38]([CH:40]4[CH2:42][CH:41]4[CH3:43])=[O:39])[N:36]=3)[N:33]=2)=[CH:25][C:24]=1[NH:23][C:8]([C:6]1[N:5]([CH3:11])[N:4]=[C:3]([CH2:1][CH3:2])[CH:7]=1)=[O:10]. (2) Given the reactants [NH2:1][C:2]1[CH:7]=[CH:6][C:5]([C:8]2[NH:12][N:11]=[C:10]([C:13]([F:22])([F:21])[C:14]([F:20])([F:19])[C:15]([O:17]C)=O)[N:9]=2)=[CH:4][CH:3]=1.[CH3:23][NH2:24], predict the reaction product. The product is: [NH2:1][C:2]1[CH:3]=[CH:4][C:5]([C:8]2[NH:12][N:11]=[C:10]([C:13]([F:22])([F:21])[C:14]([F:20])([F:19])[C:15]([NH:24][CH3:23])=[O:17])[N:9]=2)=[CH:6][CH:7]=1. (3) Given the reactants C([O:5][CH:6]([O:10][C:11]([CH3:14])([CH3:13])[CH3:12])N(C)C)(C)(C)C.[Cl:15][C:16]1[C:17]([F:26])=[C:18]([CH:22]=[CH:23][C:24]=1[F:25])C(O)=O.CN(C=O)C, predict the reaction product. The product is: [Cl:15][C:16]1[C:24]([F:25])=[C:23]([CH:22]=[CH:18][C:17]=1[F:26])[C:6]([O:10][C:11]([CH3:12])([CH3:13])[CH3:14])=[O:5]. (4) Given the reactants [C:1]([O:5][C@@H:6]([C:12]1[C:37]([CH3:38])=[CH:36][C:15]2[N:16]=[C:17]([C:19]3[CH:24]=[CH:23][N:22]=[C:21]([C:25]4[CH:26]=[C:27]5[CH:33]=[C:32]([CH3:34])[N:31]([CH3:35])[C:28]5=[N:29][CH:30]=4)[CH:20]=3)[S:18][C:14]=2[C:13]=1[C:39]1[CH:44]=[CH:43][C:42]([Cl:45])=[CH:41][CH:40]=1)[C:7]([O:9]CC)=[O:8])([CH3:4])([CH3:3])[CH3:2].[OH-].[Na+], predict the reaction product. The product is: [C:1]([O:5][C@@H:6]([C:12]1[C:37]([CH3:38])=[CH:36][C:15]2[N:16]=[C:17]([C:19]3[CH:24]=[CH:23][N:22]=[C:21]([C:25]4[CH:26]=[C:27]5[CH:33]=[C:32]([CH3:34])[N:31]([CH3:35])[C:28]5=[N:29][CH:30]=4)[CH:20]=3)[S:18][C:14]=2[C:13]=1[C:39]1[CH:40]=[CH:41][C:42]([Cl:45])=[CH:43][CH:44]=1)[C:7]([OH:9])=[O:8])([CH3:4])([CH3:2])[CH3:3]. (5) Given the reactants [C:1]([C:3]1[N:7]([CH3:8])[C:6]([C:9]2[CH:10]=[C:11]3[C:15](=[CH:16][CH:17]=2)[NH:14][C:13](=[N:18][C:19]#[N:20])[C:12]23[CH2:25][CH2:24][CH2:23][CH2:22][CH2:21]2)=[CH:5][CH:4]=1)#[N:2].C(NCC)C, predict the reaction product. The product is: [CH2:6]([NH:7][CH2:3][CH3:1])[CH3:5].[C:1]([C:3]1[N:7]([CH3:8])[C:6]([C:9]2[CH:10]=[C:11]3[C:15](=[CH:16][CH:17]=2)[NH:14][C:13](=[N:18][C:19]#[N:20])[C:12]23[CH2:25][CH2:24][CH2:23][CH2:22][CH2:21]2)=[CH:5][CH:4]=1)#[N:2]. (6) Given the reactants [I:1][C:2]1[N:7]=[N:6][C:5]([N:8]2[CH2:13][CH2:12][NH:11][CH2:10][CH2:9]2)=[CH:4][CH:3]=1.C(N(CC)CC)C.[F:21][C:22]([F:33])([F:32])[C:23]1[CH:31]=[CH:30][CH:29]=[CH:28][C:24]=1[C:25](Cl)=[O:26], predict the reaction product. The product is: [I:1][C:2]1[N:7]=[N:6][C:5]([N:8]2[CH2:9][CH2:10][N:11]([C:25]([C:24]3[CH:28]=[CH:29][CH:30]=[CH:31][C:23]=3[C:22]([F:21])([F:32])[F:33])=[O:26])[CH2:12][CH2:13]2)=[CH:4][CH:3]=1. (7) Given the reactants [NH:1]1[CH:5]=[C:4]([C:6]([OH:8])=[O:7])[N:3]=[CH:2]1.Cl[C:10]1[N:15]=[CH:14][C:13]([C:16]#[N:17])=[CH:12][CH:11]=1.C(N(CC)C(C)C)(C)C, predict the reaction product. The product is: [C:16]([C:13]1[CH:12]=[CH:11][C:10]([N:1]2[CH:5]=[C:4]([C:6]([OH:8])=[O:7])[N:3]=[CH:2]2)=[N:15][CH:14]=1)#[N:17].